From a dataset of Forward reaction prediction with 1.9M reactions from USPTO patents (1976-2016). Predict the product of the given reaction. (1) Given the reactants F[C:2]1[CH:7]=[CH:6][C:5]([N+:8]([O-:10])=[O:9])=[C:4]([F:11])[C:3]=1[F:12].[CH2:13]([OH:20])[C:14]1[CH:19]=[CH:18][CH:17]=[CH:16][CH:15]=1.C([O-])([O-])=O.[K+].[K+].O, predict the reaction product. The product is: [CH2:13]([O:20][C:2]1[CH:7]=[CH:6][C:5]([N+:8]([O-:10])=[O:9])=[C:4]([F:11])[C:3]=1[F:12])[C:14]1[CH:19]=[CH:18][CH:17]=[CH:16][CH:15]=1. (2) Given the reactants [C:1]1([S:7]([N:10]2[C:14]3=[N:15][CH:16]=[C:17]([N+:20]([O-:22])=[O:21])[C:18](Cl)=[C:13]3[CH:12]=[CH:11]2)(=[O:9])=[O:8])[CH:6]=[CH:5][CH:4]=[CH:3][CH:2]=1.[CH2:23]([N:30]1[CH2:35][CH2:34][C@H:33]([CH3:36])[C@H:32]([NH2:37])[CH2:31]1)[C:24]1[CH:29]=[CH:28][CH:27]=[CH:26][CH:25]=1.C(N(C(C)C)CC)(C)C, predict the reaction product. The product is: [C:1]1([S:7]([N:10]2[C:14]3=[N:15][CH:16]=[C:17]([N+:20]([O-:22])=[O:21])[C:18]([NH:37][C@H:32]4[C@@H:33]([CH3:36])[CH2:34][CH2:35][N:30]([CH2:23][C:24]5[CH:29]=[CH:28][CH:27]=[CH:26][CH:25]=5)[CH2:31]4)=[C:13]3[CH:12]=[CH:11]2)(=[O:9])=[O:8])[CH:6]=[CH:5][CH:4]=[CH:3][CH:2]=1. (3) Given the reactants [C:1]([C:3]1[CH:8]=[CH:7][CH:6]=[CH:5][C:4]=1[CH2:9][C:10]([O:12][CH3:13])=[O:11])#[CH:2].C(N(CC)CC)C.Cl[C:22]1[C:27]([C:28]([F:31])([F:30])[F:29])=[CH:26][N:25]=[C:24]([NH:32][C:33]2[CH:38]=[CH:37][C:36]([CH:39]3[CH2:44][CH2:43][CH2:42][N:41]([C:45]([O:47][C:48]([CH3:51])([CH3:50])[CH3:49])=[O:46])[CH2:40]3)=[CH:35][CH:34]=2)[N:23]=1.C1(P(C2C=CC=CC=2)C2C=CC=CC=2)C=CC=CC=1, predict the reaction product. The product is: [CH3:13][O:12][C:10](=[O:11])[CH2:9][C:4]1[CH:5]=[CH:6][CH:7]=[CH:8][C:3]=1[C:1]#[C:2][C:26]1[C:27]([C:28]([F:29])([F:30])[F:31])=[CH:22][N:23]=[C:24]([NH:32][C:33]2[CH:38]=[CH:37][C:36]([CH:39]3[CH2:44][CH2:43][CH2:42][N:41]([C:45]([O:47][C:48]([CH3:51])([CH3:50])[CH3:49])=[O:46])[CH2:40]3)=[CH:35][CH:34]=2)[N:25]=1.